From a dataset of Experimentally validated miRNA-target interactions with 360,000+ pairs, plus equal number of negative samples. Binary Classification. Given a miRNA mature sequence and a target amino acid sequence, predict their likelihood of interaction. (1) The miRNA is hsa-let-7e-3p with sequence CUAUACGGCCUCCUAGCUUUCC. The protein sequence of the target gene is MSAIPAEESDQLLIRPLGAGQEVGRSCIILEFKGRKIMLDCGIHPGLEGMDALPYIDLIDPAEIDLLLISHFHLDHCGALPWFLQKTSFKGRTFMTHATKAIYRWLLSDYVKVSNISADDMLYTETDLEESMDKIETINFHEVKEVAGIKFWCYHAGHVLGAAMFMIEIAGVKLLYTGDFSRQEDRHLMAAEIPNIKPDILIIESTYGTHIHEKREEREARFCNTVHDIVNRGGRGLIPVFALGRAQELLLILDEYWQNHPELHDIPIYYASSLAKKCMAVYQTYVNAMNDKIRKQININ.... Result: 0 (no interaction). (2) The miRNA is mmu-miR-328-3p with sequence CUGGCCCUCUCUGCCCUUCCGU. The protein sequence of the target gene is MTEMSEKENEPDDAATHTPPGTVSTLQETKLQRFKRSLSLKTILRSKSVENFFLRSGSELKCPTEVLLTPPTPLPPPSPPPASTDRGLPTPTPSPCPVPRPLAPLKPVRLHSFQEHVFKRASPCELCHQLIVGNSKQGLRCKTCKVSVHLWCSEEISHQQCPGKTSTSFRRNFSSPLLVHAPPPACAMNKESPPTGTSGKVDPVYETLRYGTSLALMNRSSFSSTSESPTRSLSERDELTEDGEGSIRSSEEGPGDSVFTAPAESEGSGPEEKSPGQQPPKLPLRKDVGPMYSYVALYKF.... Result: 0 (no interaction).